This data is from Reaction yield outcomes from USPTO patents with 853,638 reactions. The task is: Predict the reaction yield, written as a fraction of the theoretical maximum amount of product (1.0 means a 100% yield; for example, 0.34 means a 34% yield). (1) The reactants are [NH2:1][C:2]1[CH:3]=[C:4]([CH:9]=[CH:10][C:11]=1[F:12])[C:5]([O:7][CH3:8])=[O:6].[C:13]([O-:16])(O)=[O:14].[Na+].[CH2:18]1[CH2:22]OC[CH2:19]1. No catalyst specified. The product is [F:12][C:11]1[CH:10]=[CH:9][C:4]([C:5]([O:7][CH3:8])=[O:6])=[CH:3][C:2]=1[NH:1][C:13]([O:16][CH2:22][CH:18]=[CH2:19])=[O:14]. The yield is 0.980. (2) The reactants are [Al+3].[Cl-].[Cl-].[Cl-].[H-].[H-].[H-].[H-].[Li+].[Al+3].[CH2:11]1[C:16]2=[CH:17][C:18]3[CH:19]=[CH:20][CH:21]=[CH:22][C:23]=3[N:15]2[CH2:14][CH2:13][N:12]1[C:24](=O)[CH:25]([N:27]1[CH2:32][CH2:31][N:30]([CH3:33])[CH2:29][CH2:28]1)[CH3:26]. The catalyst is C1COCC1. The product is [CH3:33][N:30]1[CH2:29][CH2:28][N:27]([CH:25]([CH3:26])[CH2:24][N:12]2[CH2:13][CH2:14][N:15]3[C:23]4[CH:22]=[CH:21][CH:20]=[CH:19][C:18]=4[CH:17]=[C:16]3[CH2:11]2)[CH2:32][CH2:31]1. The yield is 0.750. (3) The reactants are [F:1][C:2]([F:17])([F:16])[C:3]1[CH:8]=[CH:7][C:6]([C:9]2[CH:14]=[CH:13][CH:12]=[CH:11][C:10]=2[CH3:15])=[CH:5][CH:4]=1.[Br:18]Br. The catalyst is CC(N=NC(C#N)(C)C)(C#N)C.ClC1C=CC=CC=1. The product is [F:1][C:2]([F:16])([F:17])[C:3]1[CH:4]=[CH:5][C:6]([C:9]2[CH:14]=[CH:13][CH:12]=[CH:11][C:10]=2[CH2:15][Br:18])=[CH:7][CH:8]=1. The yield is 0.300.